Dataset: Reaction yield outcomes from USPTO patents with 853,638 reactions. Task: Predict the reaction yield, written as a fraction of the theoretical maximum amount of product (1.0 means a 100% yield; for example, 0.34 means a 34% yield). (1) The reactants are Br[C:2]1[CH:10]=[CH:9][C:8]([Cl:11])=[CH:7][C:3]=1[C:4]([OH:6])=[O:5].[Li]CCCC.N#N.[CH3:19][C:20]([S:23](/[N:25]=[CH:26]/[CH:27]([CH3:29])[CH3:28])=[O:24])([CH3:22])[CH3:21]. The catalyst is C1COCC1.O. The product is [C:20]([S:23]([NH:25][CH:26]([C:2]1[CH:10]=[CH:9][C:8]([Cl:11])=[CH:7][C:3]=1[C:4]([OH:6])=[O:5])[CH:27]([CH3:29])[CH3:28])=[O:24])([CH3:22])([CH3:21])[CH3:19]. The yield is 0.300. (2) The product is [CH3:14][N:4]1[CH:5]=[CH:6][C:7]2[C:12](=[CH:11][N:10]=[CH:9][CH:8]=2)[C:3]1=[O:13]. The yield is 0.131. The catalyst is CN(C=O)C.C(OCC)(=O)C. The reactants are [H-].[Na+].[C:3]1(=[O:13])[C:12]2[C:7](=[CH:8][CH:9]=[N:10][CH:11]=2)[CH:6]=[CH:5][NH:4]1.[CH3:14]I.[NH4+].[Cl-].